Dataset: Full USPTO retrosynthesis dataset with 1.9M reactions from patents (1976-2016). Task: Predict the reactants needed to synthesize the given product. (1) Given the product [F:1][C:2]1[CH:7]=[CH:6][C:5]([C:8]2[N:12]([CH3:37])[C:11]([S:13]([CH3:16])(=[O:15])=[O:14])=[N:10][C:9]=2[C:17]([NH:19][C:20]2[CH:21]=[CH:22][C:23]([O:24][C:25]3[CH:30]=[CH:29][N:28]=[C:27]([C:31]([NH:33][CH3:34])=[O:32])[CH:26]=3)=[CH:35][CH:36]=2)=[O:18])=[CH:4][CH:3]=1, predict the reactants needed to synthesize it. The reactants are: [F:1][C:2]1[CH:7]=[CH:6][C:5]([C:8]2[NH:12][C:11]([S:13]([CH3:16])(=[O:15])=[O:14])=[N:10][C:9]=2[C:17]([NH:19][C:20]2[CH:36]=[CH:35][C:23]([O:24][C:25]3[CH:30]=[CH:29][N:28]=[C:27]([C:31]([NH:33][CH3:34])=[O:32])[CH:26]=3)=[CH:22][CH:21]=2)=[O:18])=[CH:4][CH:3]=1.[C:37]([O-])([O-])=O.[K+].[K+].CI. (2) Given the product [Cl:14][C:15]1[CH:16]=[CH:17][C:18]([C:21]2[N:25]([CH:4]3[C:5]4[CH:6]=[N:7][CH:8]=[CH:9][C:10]=4[O:11][C:2]([CH3:13])([CH3:1])[CH:3]3[OH:12])[N:24]=[CH:23][CH:22]=2)=[CH:19][CH:20]=1, predict the reactants needed to synthesize it. The reactants are: [CH3:1][C:2]1([CH3:13])[O:11][C:10]2[C:5](=[CH:6][N:7]=[CH:8][CH:9]=2)[CH:4]2[O:12][CH:3]12.[Cl:14][C:15]1[CH:20]=[CH:19][C:18]([C:21]2[NH:25][N:24]=[CH:23][CH:22]=2)=[CH:17][CH:16]=1. (3) Given the product [NH2:19][C:20]1[N:25]=[C:24]([CH3:26])[C:23]([CH2:27][C:28]2[CH:29]=[CH:30][C:31]([CH2:34][C:35]([O:37][CH2:47][CH2:46][N:45]([CH3:49])[CH3:44])=[O:36])=[CH:32][CH:33]=2)=[C:22]([NH:38][CH2:39][CH2:40][CH2:41][CH2:42][CH3:43])[N:21]=1, predict the reactants needed to synthesize it. The reactants are: C(P1(=O)OP(CCC)(=O)OP(CCC)(=O)O1)CC.[NH2:19][C:20]1[N:25]=[C:24]([CH3:26])[C:23]([CH2:27][C:28]2[CH:33]=[CH:32][C:31]([CH2:34][C:35]([OH:37])=[O:36])=[CH:30][CH:29]=2)=[C:22]([NH:38][CH2:39][CH2:40][CH2:41][CH2:42][CH3:43])[N:21]=1.[CH3:44][N:45]([CH3:49])[CH2:46][CH2:47]O. (4) Given the product [Cl:11][C:8]1[CH:9]=[CH:10][C:5]([O:4][C:3]([CH3:13])([CH3:12])[CH2:2][C:14]#[N:15])=[CH:6][CH:7]=1, predict the reactants needed to synthesize it. The reactants are: Br[CH2:2][C:3]([CH3:13])([CH3:12])[O:4][C:5]1[CH:10]=[CH:9][C:8]([Cl:11])=[CH:7][CH:6]=1.[C-:14]#[N:15].[Na+].C(Cl)(Cl)Cl.